This data is from Peptide-MHC class I binding affinity with 185,985 pairs from IEDB/IMGT. The task is: Regression. Given a peptide amino acid sequence and an MHC pseudo amino acid sequence, predict their binding affinity value. This is MHC class I binding data. (1) The MHC is HLA-A01:01 with pseudo-sequence HLA-A01:01. The binding affinity (normalized) is 0.0847. The peptide sequence is KYQSPVNIF. (2) The peptide sequence is LQDDFDFNY. The MHC is HLA-A03:01 with pseudo-sequence HLA-A03:01. The binding affinity (normalized) is 0.0847. (3) The peptide sequence is AEHFENQVL. The MHC is HLA-B57:01 with pseudo-sequence HLA-B57:01. The binding affinity (normalized) is 0.0847. (4) The binding affinity (normalized) is 0.0847. The peptide sequence is RIEQLYPFA. The MHC is HLA-B15:01 with pseudo-sequence HLA-B15:01. (5) The peptide sequence is RQFVSNNGK. The MHC is HLA-A26:01 with pseudo-sequence HLA-A26:01. The binding affinity (normalized) is 0.0847. (6) The peptide sequence is EEGAIVGEI. The MHC is Mamu-A11 with pseudo-sequence Mamu-A11. The binding affinity (normalized) is 0.561. (7) The peptide sequence is VGLGPALEF. The MHC is Mamu-B52 with pseudo-sequence Mamu-B52. The binding affinity (normalized) is 1.00. (8) The binding affinity (normalized) is 0.0847. The peptide sequence is MSQMPPHPY. The MHC is HLA-A24:03 with pseudo-sequence HLA-A24:03. (9) The peptide sequence is RMAMIPRTL. The MHC is BoLA-HD6 with pseudo-sequence BoLA-HD6. The binding affinity (normalized) is 1.00.